From a dataset of Reaction yield outcomes from USPTO patents with 853,638 reactions. Predict the reaction yield, written as a fraction of the theoretical maximum amount of product (1.0 means a 100% yield; for example, 0.34 means a 34% yield). (1) The reactants are [CH2:1]([O:3][C:4](=[O:17])[C:5](Cl)=[N:6][NH:7][C:8]1[CH:13]=[CH:12][C:11]([O:14][CH3:15])=[CH:10][CH:9]=1)[CH3:2].N1([C:24]2[C:25](=[O:43])[N:26]([C:30]3[CH:35]=[CH:34][C:33]([N:36]4[CH2:41][CH2:40][CH2:39][CH2:38][C:37]4=[O:42])=[CH:32][CH:31]=3)[CH2:27][CH2:28][CH:29]=2)CCOCC1.C(N(CC)CC)C.Cl. The catalyst is CCOC(C)=O.O. The product is [CH2:1]([O:3][C:4]([C:5]1[C:39]2[CH2:40][CH2:41][N:36]([C:33]3[CH:32]=[CH:31][C:30]([N:26]4[CH2:27][CH2:28][CH2:29][CH2:24][C:25]4=[O:43])=[CH:35][CH:34]=3)[C:37](=[O:42])[C:38]=2[N:7]([C:8]2[CH:13]=[CH:12][C:11]([O:14][CH3:15])=[CH:10][CH:9]=2)[N:6]=1)=[O:17])[CH3:2]. The yield is 0.670. (2) The reactants are [C:1]([O:4][CH2:5][C@H:6]1[CH2:11][C@@H:10]([O:12][C:13](=[O:15])[CH3:14])[CH2:9][CH2:8][C@@:7]1([C@H:17]1[CH2:25][CH2:24][C@@:23]2([CH3:26])[C@@H:19]([CH2:20][CH2:21][C:22]2=[CH2:27])[C@@H:18]1[CH2:28]O)[CH3:16])(=[O:3])[CH3:2].C[CH2:31][N:32](CC)CC.CS(Cl)(=O)=O.[C-]#N.[K+]. The catalyst is C(Cl)Cl. The product is [C:1]([O:4][CH2:5][C@H:6]1[CH2:11][C@@H:10]([O:12][C:13](=[O:15])[CH3:14])[CH2:9][CH2:8][C@@:7]1([C@H:17]1[CH2:25][CH2:24][C@@:23]2([CH3:26])[C@@H:19]([CH2:20][CH2:21][C:22]2=[CH2:27])[C@@H:18]1[CH2:28][C:31]#[N:32])[CH3:16])(=[O:3])[CH3:2]. The yield is 0.790. (3) The reactants are [NH2:1][C:2]1[CH:7]=[CH:6][C:5]([CH2:8][C@H:9]([NH:20][C:21]([O:23][C:24]([CH3:27])([CH3:26])[CH3:25])=[O:22])[C:10]([O:12][CH2:13][C:14]2[CH:19]=[CH:18][CH:17]=[CH:16][CH:15]=2)=[O:11])=[CH:4][CH:3]=1.[Cl:28]N1C(=O)CCC1=O. The catalyst is CN(C)C=O.O. The product is [NH2:1][C:2]1[CH:7]=[CH:6][C:5]([CH2:8][C@H:9]([NH:20][C:21]([O:23][C:24]([CH3:27])([CH3:26])[CH3:25])=[O:22])[C:10]([O:12][CH2:13][C:14]2[CH:15]=[CH:16][CH:17]=[CH:18][CH:19]=2)=[O:11])=[CH:4][C:3]=1[Cl:28]. The yield is 0.620. (4) The reactants are [C:1]([C:5]1[CH:6]=[CH:7][C:8]2[O:13][CH2:12][C:11](=[O:14])[N:10]([CH2:15][CH2:16][CH2:17]Cl)[C:9]=2[CH:19]=1)([CH3:4])([CH3:3])[CH3:2].C([O-])([O-])=O.[K+].[K+].[Na+].[I-].[CH2:28]([CH:32]1[CH2:37][CH2:36][NH:35][CH2:34][CH2:33]1)[CH2:29][CH2:30][CH3:31]. The catalyst is CCCCCCC.CCOC(C)=O. The product is [C:1]([C:5]1[CH:6]=[CH:7][C:8]2[O:13][CH2:12][C:11](=[O:14])[N:10]([CH2:15][CH2:16][CH2:17][N:35]3[CH2:36][CH2:37][CH:32]([CH2:28][CH2:29][CH2:30][CH3:31])[CH2:33][CH2:34]3)[C:9]=2[CH:19]=1)([CH3:4])([CH3:3])[CH3:2]. The yield is 0.870. (5) The reactants are FC(F)(F)C(O)=O.[CH:8]1([C:14]2[C:15]3[CH:16]=[CH:17][C:18]([C:38]([O:40]C(C)(C)C)=[O:39])=[CH:19][C:20]=3[N:21]3[CH2:27][C:26]([C:28]([O:30][CH3:31])=[O:29])=[CH:25][C:24]4[CH:32]=[C:33]([O:36][CH3:37])[CH:34]=[CH:35][C:23]=4[C:22]=23)[CH2:13][CH2:12][CH2:11][CH2:10][CH2:9]1. The catalyst is ClC(Cl)C. The product is [CH:8]1([C:14]2[C:15]3[CH:16]=[CH:17][C:18]([C:38]([OH:40])=[O:39])=[CH:19][C:20]=3[N:21]3[CH2:27][C:26]([C:28]([O:30][CH3:31])=[O:29])=[CH:25][C:24]4[CH:32]=[C:33]([O:36][CH3:37])[CH:34]=[CH:35][C:23]=4[C:22]=23)[CH2:13][CH2:12][CH2:11][CH2:10][CH2:9]1. The yield is 0.940. (6) The reactants are [Br:1][C:2]1[CH:9]=[CH:8][C:5]([CH:6]=O)=[CH:4][N:3]=1.[CH3:10][O:11][CH2:12][CH2:13][NH2:14].C(O)(=O)C.C(O[BH-](OC(=O)C)OC(=O)C)(=O)C.[Na+]. The catalyst is C(Cl)Cl. The product is [Br:1][C:2]1[N:3]=[CH:4][C:5]([CH2:6][NH:14][CH2:13][CH2:12][O:11][CH3:10])=[CH:8][CH:9]=1. The yield is 0.790. (7) The reactants are C[O:2][C:3]1[CH:4]=[CH:5][C:6]2[CH:10]=[C:9]([CH3:11])[S:8][C:7]=2[CH:12]=1.B(Br)(Br)Br. No catalyst specified. The product is [OH:2][C:3]1[CH:4]=[CH:5][C:6]2[CH:10]=[C:9]([CH3:11])[S:8][C:7]=2[CH:12]=1. The yield is 0.930.